This data is from Catalyst prediction with 721,799 reactions and 888 catalyst types from USPTO. The task is: Predict which catalyst facilitates the given reaction. (1) Reactant: Cl.[Cl:2][C:3]1[CH:4]=[C:5]2[C:9](=[CH:10][CH:11]=1)[NH:8][C:7]([C:12]([NH:14][C@@H:15]1[CH2:23][C:22]3[C:17](=[CH:18][CH:19]=[CH:20][CH:21]=3)[C@H:16]1[NH:24][CH3:25])=[O:13])=[CH:6]2.[K+].[CH3:27][C:28]1([CH3:36])[O:32][C@@H:31]([C:33]([O-])=[O:34])[CH2:30][O:29]1.CCN(C(C)C)C(C)C.C1C=CC2N(O)N=NC=2C=1.CCN=C=NCCCN(C)C. Product: [Cl:2][C:3]1[CH:4]=[C:5]2[C:9](=[CH:10][CH:11]=1)[NH:8][C:7]([C:12]([NH:14][C@@H:15]1[CH2:23][C:22]3[C:17](=[CH:18][CH:19]=[CH:20][CH:21]=3)[C@H:16]1[N:24]([C:33]([C@H:31]1[CH2:30][O:29][C:28]([CH3:36])([CH3:27])[O:32]1)=[O:34])[CH3:25])=[O:13])=[CH:6]2. The catalyst class is: 287. (2) Reactant: [NH2:1][C:2]1[CH:3]=[C:4]2[C:8](=[CH:9][CH:10]=1)[NH:7][N:6]=[CH:5]2.[S-:11][C:12]#[N:13].[Na+].BrBr.O. Product: [S:11]1[C:3]2[C:4]3[CH:5]=[N:6][NH:7][C:8]=3[CH:9]=[CH:10][C:2]=2[N:1]=[C:12]1[NH2:13]. The catalyst class is: 15. (3) Reactant: C(OC([NH:8][CH2:9][CH2:10][CH2:11][CH2:12][CH2:13][CH2:14][CH2:15][CH2:16][O:17][C:18]1[C:41]([O:42][CH3:43])=[CH:40][C:21]2[C:22]3[N:27]([CH:28]([C:30]([CH3:33])([CH3:32])[CH3:31])[CH2:29][C:20]=2[CH:19]=1)[CH:26]=[C:25]([C:34]([O:36]CC)=[O:35])[C:24](=[O:39])[CH:23]=3)=O)(C)(C)C.O[Li].O.Cl.C([O-])(O)=O.[Na+]. Product: [NH2:8][CH2:9][CH2:10][CH2:11][CH2:12][CH2:13][CH2:14][CH2:15][CH2:16][O:17][C:18]1[C:41]([O:42][CH3:43])=[CH:40][C:21]2[C:22]3[N:27]([CH:28]([C:30]([CH3:33])([CH3:32])[CH3:31])[CH2:29][C:20]=2[CH:19]=1)[CH:26]=[C:25]([C:34]([OH:36])=[O:35])[C:24](=[O:39])[CH:23]=3. The catalyst class is: 72. (4) Reactant: [Li+].[BH4-].C([O:5][C:6](=O)[CH2:7][CH2:8][C:9]1[CH:14]=[CH:13][C:12]([C:15]#[N:16])=[CH:11][CH:10]=1)C.CO. Product: [OH:5][CH2:6][CH2:7][CH2:8][C:9]1[CH:10]=[CH:11][C:12]([C:15]#[N:16])=[CH:13][CH:14]=1. The catalyst class is: 28. (5) Reactant: [NH:1]1[CH2:6][CH2:5][O:4][CH2:3][CH2:2]1.Br[CH2:8][C:9]1[CH:10]=[CH:11][C:12]([Cl:15])=[N:13][CH:14]=1.O. Product: [Cl:15][C:12]1[N:13]=[CH:14][C:9]([CH2:8][N:1]2[CH2:6][CH2:5][O:4][CH2:3][CH2:2]2)=[CH:10][CH:11]=1. The catalyst class is: 53. (6) Reactant: [CH:1]1[N:6]=[C:5](Cl)[C:4]2[N:8]=[CH:9][N:10]([C@@H:11]3[O:15][C@H:14]([CH2:16][OH:17])[C@@H:13]([OH:18])[C@H:12]3[OH:19])[C:3]=2[N:2]=1.[NH2:20][CH2:21][CH2:22][C:23]1[C:31]2[C:26](=[CH:27][CH:28]=[CH:29][CH:30]=2)[NH:25][CH:24]=1.C(N(C(C)C)CC)(C)C. Product: [NH:25]1[C:26]2[C:31](=[CH:30][CH:29]=[CH:28][CH:27]=2)[C:23]([CH2:22][CH2:21][NH:20][C:5]2[C:4]3[N:8]=[CH:9][N:10]([C:3]=3[N:2]=[CH:1][N:6]=2)[C@@H:11]2[O:15][C@H:14]([CH2:16][OH:17])[C@@H:13]([OH:18])[C@H:12]2[OH:19])=[CH:24]1. The catalyst class is: 14. (7) Reactant: [NH2:1][C:2]1[S:3][CH:4]=[C:5]([C:7]([NH2:9])=[O:8])[N:6]=1.[C:10](OC(=O)C)(=[O:12])[CH3:11]. Product: [C:10]([NH:1][C:2]1[S:3][CH:4]=[C:5]([C:7]([NH2:9])=[O:8])[N:6]=1)(=[O:12])[CH3:11]. The catalyst class is: 15.